This data is from Peptide-MHC class I binding affinity with 185,985 pairs from IEDB/IMGT. The task is: Regression. Given a peptide amino acid sequence and an MHC pseudo amino acid sequence, predict their binding affinity value. This is MHC class I binding data. (1) The peptide sequence is GLFGKGSLV. The MHC is HLA-A02:01 with pseudo-sequence HLA-A02:01. The binding affinity (normalized) is 0.557. (2) The peptide sequence is FKYDSTKPL. The MHC is HLA-A03:01 with pseudo-sequence HLA-A03:01. The binding affinity (normalized) is 0.0847. (3) The MHC is HLA-B57:01 with pseudo-sequence HLA-B57:01. The binding affinity (normalized) is 0. The peptide sequence is FLKEQGGL.